Task: Predict the reactants needed to synthesize the given product.. Dataset: Full USPTO retrosynthesis dataset with 1.9M reactions from patents (1976-2016) Given the product [Br:13][C:14]1[N:15]=[CH:16][N:17]([C:2]2[CH:7]=[CH:6][C:5]([N+:8]([O-:10])=[O:9])=[CH:4][C:3]=2[O:11][CH3:12])[CH:18]=1, predict the reactants needed to synthesize it. The reactants are: Cl[C:2]1[CH:7]=[CH:6][C:5]([N+:8]([O-:10])=[O:9])=[CH:4][C:3]=1[O:11][CH3:12].[Br:13][C:14]1[N:15]=[CH:16][NH:17][CH:18]=1.C(=O)([O-])[O-].[Cs+].[Cs+].